Dataset: Forward reaction prediction with 1.9M reactions from USPTO patents (1976-2016). Task: Predict the product of the given reaction. (1) Given the reactants [NH2:1][NH2:2].[Cl:3][C:4]1[CH:5]=[C:6]([C:10]2[C:15]3[N:16]([CH2:31][C@H:32]4[CH2:37][CH2:36][C@H:35]([CH3:38])[CH2:34][CH2:33]4)[C:17]([N:19]4[CH2:24][CH2:23][O:22][CH2:21][C@H:20]4[C:25]4[CH:30]=[CH:29][CH:28]=[CH:27][CH:26]=4)=[N:18][C:14]=3[CH:13]=[C:12]([C:39]([O:41]C)=O)[N:11]=2)[CH:7]=[N:8][CH:9]=1, predict the reaction product. The product is: [Cl:3][C:4]1[CH:5]=[C:6]([C:10]2[C:15]3[N:16]([CH2:31][C@H:32]4[CH2:33][CH2:34][C@H:35]([CH3:38])[CH2:36][CH2:37]4)[C:17]([N:19]4[CH2:24][CH2:23][O:22][CH2:21][C@H:20]4[C:25]4[CH:26]=[CH:27][CH:28]=[CH:29][CH:30]=4)=[N:18][C:14]=3[CH:13]=[C:12]([C:39]([NH:1][NH2:2])=[O:41])[N:11]=2)[CH:7]=[N:8][CH:9]=1. (2) Given the reactants FC1C=C([C:12]2[N:17]=[C:16]3[N:18]([CH2:21][C:22]4[CH:23]=[C:24]5[C:29](=[CH:30][CH:31]=4)[N:28]=[CH:27][CH:26]=[CH:25]5)[N:19]=[N:20][C:15]3=[CH:14][CH:13]=2)C=CC=1C(NC)=O.[CH3:32][N:33]1[CH2:38][CH2:37][NH:36][CH2:35][CH2:34]1.[F-].[Cs+], predict the reaction product. The product is: [CH3:32][N:33]1[CH2:38][CH2:37][N:36]([C:12]2[N:17]=[C:16]3[N:18]([CH2:21][C:22]4[CH:23]=[C:24]5[C:29](=[CH:30][CH:31]=4)[N:28]=[CH:27][CH:26]=[CH:25]5)[N:19]=[N:20][C:15]3=[CH:14][CH:13]=2)[CH2:35][CH2:34]1. (3) The product is: [Si:10]([O:13][C:14]1[C:15]([CH2:21][CH3:22])=[CH:16][C:17]([CH:41]([C:40]2[N:36]([CH3:35])[N:37]=[C:38]([C:43]3[CH:44]=[CH:45][CH:46]=[CH:47][CH:48]=3)[N:39]=2)[OH:42])=[C:18]([F:20])[CH:19]=1)([C:6]([CH3:9])([CH3:8])[CH3:7])([CH3:12])[CH3:11]. Given the reactants [Li]CCCC.[C:6]([Si:10]([O:13][C:14]1[CH:19]=[C:18]([F:20])[CH:17]=[CH:16][C:15]=1[CH2:21][CH3:22])([CH3:12])[CH3:11])([CH3:9])([CH3:8])[CH3:7].CN(CCN(CCN(C)C)C)C.[CH3:35][N:36]1[C:40]([CH:41]=[O:42])=[N:39][C:38]([C:43]2[CH:48]=[CH:47][CH:46]=[CH:45][CH:44]=2)=[N:37]1, predict the reaction product. (4) Given the reactants N[C:2]1[C:7]([C:8]#[N:9])=[C:6]([C:10]2[CH:15]=[CH:14][C:13]([O:16][CH2:17][CH2:18][OH:19])=[CH:12][CH:11]=2)[C:5]([C:20]#[N:21])=[C:4]([S:22][CH2:23][C:24]2[N:25]=[C:26]([C:29]3[CH:34]=[CH:33][C:32]([Cl:35])=[CH:31][CH:30]=3)[S:27][CH:28]=2)[N:3]=1.N(OCCC(C)C)=O.[ClH:44], predict the reaction product. The product is: [Cl:44][C:2]1[C:7]([C:8]#[N:9])=[C:6]([C:10]2[CH:11]=[CH:12][C:13]([O:16][CH2:17][CH2:18][OH:19])=[CH:14][CH:15]=2)[C:5]([C:20]#[N:21])=[C:4]([S:22][CH2:23][C:24]2[N:25]=[C:26]([C:29]3[CH:30]=[CH:31][C:32]([Cl:35])=[CH:33][CH:34]=3)[S:27][CH:28]=2)[N:3]=1. (5) The product is: [Cl:1][C:2]1[CH:9]=[CH:8][CH:7]=[C:6]([Cl:10])[C:3]=1[C:4]1[O:13][C:12]([C:14]2[CH:15]=[CH:16][C:17]([N+:20]([O-:22])=[O:21])=[CH:18][CH:19]=2)=[CH:11][N:5]=1. Given the reactants [Cl:1][C:2]1[CH:9]=[CH:8][CH:7]=[C:6]([Cl:10])[C:3]=1[C:4]#[N:5].[CH3:11][C:12]([C:14]1[CH:19]=[CH:18][C:17]([N+:20]([O-:22])=[O:21])=[CH:16][CH:15]=1)=[O:13].C([O-])(=O)C.C([O-])(=O)C.C1([I+2])C=CC=CC=1.FC(S(O)(=O)=O)(F)F, predict the reaction product. (6) Given the reactants C(OC([N:8]1[CH2:13][CH2:12][N:11]([C:14]2[C:19]([NH2:20])=[N:18][CH:17]=[C:16]([O:21][CH2:22][C:23]3[CH:28]=[CH:27][CH:26]=[C:25]([Cl:29])[CH:24]=3)[N:15]=2)[CH2:10][CH2:9]1)=O)(C)(C)C.Cl, predict the reaction product. The product is: [Cl:29][C:25]1[CH:24]=[C:23]([CH:28]=[CH:27][CH:26]=1)[CH2:22][O:21][C:16]1[N:15]=[C:14]([N:11]2[CH2:10][CH2:9][NH:8][CH2:13][CH2:12]2)[C:19]([NH2:20])=[N:18][CH:17]=1. (7) The product is: [O:73]=[C:72]([N:74]1[CH2:75][CH2:76][CH:77]([O:80][C:81]2[CH:86]=[CH:85][CH:84]=[C:83]([C:87]([F:90])([F:88])[F:89])[CH:82]=2)[CH2:78][CH2:79]1)[CH2:71][NH:70][C:21]([C:18]1[CH:17]=[C:16]([C:14]2[S:15][C:11]([Cl:10])=[CH:12][CH:13]=2)[NH:20][N:19]=1)=[O:23]. Given the reactants CCN(C(C)C)C(C)C.[Cl:10][C:11]1[S:15][C:14]([C:16]2[NH:20][N:19]=[C:18]([C:21]([OH:23])=O)[CH:17]=2)=[CH:13][CH:12]=1.C1(C2NN=C(C(O)=O)C=2)C=CC=CC=1.C(C1SC(Cl)=CC=1)(=O)C.C1C=CC2N(O)N=NC=2C=1.CCN=C=NCCCN(C)C.Cl.Cl.[NH2:70][CH2:71][C:72]([N:74]1[CH2:79][CH2:78][CH:77]([O:80][C:81]2[CH:86]=[CH:85][CH:84]=[C:83]([C:87]([F:90])([F:89])[F:88])[CH:82]=2)[CH2:76][CH2:75]1)=[O:73], predict the reaction product. (8) Given the reactants [H-].[Na+].[I:3][C:4]1[CH:5]=[N:6][NH:7][CH:8]=1.Cl[C:10]1[C:15]([C:16]([F:19])([F:18])[F:17])=[CH:14][CH:13]=[CH:12][N:11]=1.O, predict the reaction product. The product is: [I:3][C:4]1[CH:5]=[N:6][N:7]([C:10]2[C:15]([C:16]([F:19])([F:18])[F:17])=[CH:14][CH:13]=[CH:12][N:11]=2)[CH:8]=1. (9) Given the reactants ClC1N=NC(NS(CC2C=CC(F)=C(F)C=2)(=O)=O)=C(O)C=1.[Cl:22][C:23]1[N:28]=[CH:27][C:26]([NH2:29])=[C:25]([O:30]C)[CH:24]=1.ClC1N=NC(N)=C(OC)C=1.[Cl:42][C:43]1[CH:44]=[C:45]([CH2:50][S:51](Cl)(=[O:53])=[O:52])[CH:46]=[C:47]([Cl:49])[CH:48]=1.FC1C=C(CS(Cl)(=O)=O)C=CC=1F, predict the reaction product. The product is: [Cl:22][C:23]1[N:28]=[CH:27][C:26]([NH:29][S:51]([CH2:50][C:45]2[CH:46]=[C:47]([Cl:49])[CH:48]=[C:43]([Cl:42])[CH:44]=2)(=[O:53])=[O:52])=[C:25]([OH:30])[CH:24]=1. (10) Given the reactants F[C:2]1[C:9]([F:10])=[CH:8][CH:7]=[C:6]([F:11])[C:3]=1[C:4]#[N:5].C(=O)([O-])[O-].[K+].[K+].[C:18]([O:22][C:23]([N:25]1[CH2:30][CH2:29][NH:28][CH2:27][CH2:26]1)=[O:24])([CH3:21])([CH3:20])[CH3:19], predict the reaction product. The product is: [C:18]([O:22][C:23]([N:25]1[CH2:30][CH2:29][N:28]([C:2]2[C:9]([F:10])=[CH:8][CH:7]=[C:6]([F:11])[C:3]=2[C:4]#[N:5])[CH2:27][CH2:26]1)=[O:24])([CH3:21])([CH3:19])[CH3:20].